From a dataset of Catalyst prediction with 721,799 reactions and 888 catalyst types from USPTO. Predict which catalyst facilitates the given reaction. (1) Reactant: [NH2:1][C:2]1[CH:7]=[C:6]([O:8][C:9]2[CH:14]=[CH:13][C:12]([NH:15][C:16]([C:18]3([C:21]([NH:23][C:24]4[CH:29]=[CH:28][C:27]([F:30])=[CH:26][CH:25]=4)=[O:22])[CH2:20][CH2:19]3)=[O:17])=[C:11]([F:31])[CH:10]=2)[CH:5]=[CH:4][N:3]=1.C(N(CC)CC)C.Cl[C:40](OC1C=CC=CC=1)=[O:41].FC(F)(F)C(O)=O.[CH3:56][O:57][CH:58]1[CH2:61][NH:60][CH2:59]1. Product: [F:31][C:11]1[CH:10]=[C:9]([O:8][C:6]2[CH:5]=[CH:4][N:3]=[C:2]([NH:1][C:40]([N:60]3[CH2:61][CH:58]([O:57][CH3:56])[CH2:59]3)=[O:41])[CH:7]=2)[CH:14]=[CH:13][C:12]=1[NH:15][C:16]([C:18]1([C:21]([NH:23][C:24]2[CH:25]=[CH:26][C:27]([F:30])=[CH:28][CH:29]=2)=[O:22])[CH2:20][CH2:19]1)=[O:17]. The catalyst class is: 7. (2) Reactant: [ClH:1].[N:2]12[CH2:9][CH2:8][CH:5]([CH2:6][CH2:7]1)[C@@H:4]([NH:10][C:11]([C:13]1[S:14][C:15]3[C:21](Br)=[CH:20][CH:19]=[CH:18][C:16]=3[CH:17]=1)=[O:12])[CH2:3]2.[OH:23][CH2:24][C:25]1[CH:26]=[C:27](B(O)O)[CH:28]=[CH:29][CH:30]=1.C(=O)([O-])[O-].[Na+].[Na+]. Product: [ClH:1].[N:2]12[CH2:9][CH2:8][CH:5]([CH2:6][CH2:7]1)[C@@H:4]([NH:10][C:11]([C:13]1[S:14][C:15]3[C:21]([C:29]4[CH:28]=[CH:27][CH:26]=[C:25]([CH2:24][OH:23])[CH:30]=4)=[CH:20][CH:19]=[CH:18][C:16]=3[CH:17]=1)=[O:12])[CH2:3]2. The catalyst class is: 431. (3) Reactant: [CH:1]12[NH:9][CH:5]([CH2:6][CH2:7][CH2:8]1)[CH2:4][C:3]([C:10]1[NH:27][C:13]3=[N:14][CH:15]=[CH:16][C:17]([C:18]4[CH:23]=[C:22]([F:24])[CH:21]=[CH:20][C:19]=4[O:25][CH3:26])=[C:12]3[CH:11]=1)=[CH:2]2.[CH3:28][NH:29][C:30](=O)[O:31]N1C(=O)CCC1=O.C(N(CC)CC)C. Product: [C:19]([O-:25])(=[O:31])[CH3:20].[NH4+:9].[F:24][C:22]1[CH:21]=[CH:20][C:19]([O:25][CH3:26])=[C:18]([C:17]2[CH:16]=[CH:15][N:14]=[C:13]3[NH:27][C:10]([C:3]4[CH2:4][CH:5]5[N:9]([C:30]([NH:29][CH3:28])=[O:31])[CH:1]([CH2:8][CH2:7][CH2:6]5)[CH:2]=4)=[CH:11][C:12]=23)[CH:23]=1. The catalyst class is: 9. (4) Product: [C:15]([C:14]([C:13]#[N:17])=[CH:1][C:3]1[CH:4]=[CH:5][C:6]([OH:12])=[C:7]([CH:11]=1)[C:8]([OH:10])=[O:9])#[N:16]. Reactant: [CH:1]([C:3]1[CH:11]=[C:7]([C:8]([OH:10])=[O:9])[C:6]([OH:12])=[CH:5][CH:4]=1)=O.[C:13](#[N:17])[CH2:14][C:15]#[N:16].C(N)C1C=CC=CC=1. The catalyst class is: 8. (5) Reactant: Br[C:2]1[CH:7]=[CH:6][C:5]([Br:8])=[CH:4][N:3]=1.C([Li])CCC.[O:14]1[CH2:17][C:16](=[O:18])[CH2:15]1.[Cl-].[NH4+]. Product: [Br:8][C:5]1[CH:6]=[CH:7][C:2]([C:16]2([OH:18])[CH2:17][O:14][CH2:15]2)=[N:3][CH:4]=1. The catalyst class is: 11. (6) Reactant: [N+:1]([C:4]1[CH:9]=[CH:8][C:7]([OH:10])=[CH:6][CH:5]=1)([O-:3])=[O:2].[CH2:11](Br)[C:12]#[CH:13].[OH-].[Na+]. Product: [N+:1]([C:4]1[CH:9]=[CH:8][C:7]([O:10][CH2:13][C:12]#[CH:11])=[CH:6][CH:5]=1)([O-:3])=[O:2]. The catalyst class is: 596.